Dataset: Full USPTO retrosynthesis dataset with 1.9M reactions from patents (1976-2016). Task: Predict the reactants needed to synthesize the given product. Given the product [C:35]1([CH2:41][C:42]([N:44]=[C:45]=[S:46])=[O:43])[CH:40]=[CH:39][CH:38]=[CH:37][CH:36]=1.[CH3:11][O:12][C:13]1[CH:14]=[C:15]2[C:20](=[CH:21][C:22]=1[O:23][CH3:24])[N:19]=[CH:18][CH:17]=[C:16]2[O:25][C:26]1[CH:31]=[CH:30][C:29]([N:32]([CH2:33][CH3:34])[C:45]([NH:44][C:42](=[O:43])[CH2:41][C:35]2[CH:36]=[CH:37][CH:38]=[CH:39][CH:40]=2)=[S:46])=[CH:28][CH:27]=1, predict the reactants needed to synthesize it. The reactants are: C1(CC(Cl)=O)C=CC=CC=1.[CH3:11][O:12][C:13]1[CH:14]=[C:15]2[C:20](=[CH:21][C:22]=1[O:23][CH3:24])[N:19]=[CH:18][CH:17]=[C:16]2[O:25][C:26]1[CH:31]=[CH:30][C:29]([NH:32][CH2:33][CH3:34])=[CH:28][CH:27]=1.[C:35]1([CH2:41][C:42]([N:44]=[C:45]=[S:46])=[O:43])[CH:40]=[CH:39][CH:38]=[CH:37][CH:36]=1.